This data is from Forward reaction prediction with 1.9M reactions from USPTO patents (1976-2016). The task is: Predict the product of the given reaction. (1) The product is: [F:19][CH:18]([F:20])[CH2:17][N:13]1[CH:14]=[C:10]([C:9]#[C:8][C:6]2[CH:5]=[CH:4][N:3]=[C:2]([CH3:1])[CH:7]=2)[N:11]=[C:12]1[CH3:15]. Given the reactants [CH3:1][C:2]1[CH:7]=[C:6]([C:8]#[C:9][C:10]2[N:11]=[C:12]([CH3:15])[NH:13][CH:14]=2)[CH:5]=[CH:4][N:3]=1.Br[CH2:17][CH:18]([F:20])[F:19], predict the reaction product. (2) The product is: [F:22][C:10]1[C:9]2[O:8][C:5]3[C:4]([C:15]4([CH2:19][O:18][C:17]([NH2:20])=[N:16]4)[C:14]=2[CH:13]=[C:12]([C:9]2[CH:10]=[N:11][CH:12]=[CH:13][CH:14]=2)[N:11]=1)=[CH:3][C:2]([C:25]1[CH:24]=[N:23][CH:28]=[CH:27][CH:26]=1)=[CH:7][CH:6]=3. Given the reactants Br[C:2]1[CH:3]=[C:4]2[C:15]3([CH2:19][O:18][C:17]([NH2:20])=[N:16]3)[C:14]3[CH:13]=[C:12](Cl)[N:11]=[C:10]([F:22])[C:9]=3[O:8][C:5]2=[CH:6][CH:7]=1.[N:23]1[CH:28]=[CH:27][CH:26]=[C:25](B(O)O)[CH:24]=1.P([O-])([O-])([O-])=O.[K+].[K+].[K+].C(Cl)Cl, predict the reaction product. (3) Given the reactants [Cl:1][C:2]1[CH:7]=[C:6]([C:8]([NH:10][CH2:11][C:12]23[CH2:21][CH:16]4[CH2:17][CH:18]([CH2:20][CH:14]([CH2:15]4)[CH2:13]2)[CH2:19]3)=[O:9])[C:5]([Cl:22])=[CH:4][N:3]=1.C(OC([N:30]1[CH2:35][CH2:34][CH:33]([OH:36])[CH2:32][CH2:31]1)=O)(C)(C)C.[H-].[Na+].Cl, predict the reaction product. The product is: [ClH:1].[Cl:22][C:5]1[C:6]([C:8]([NH:10][CH2:11][C:12]23[CH2:13][CH:14]4[CH2:15][CH:16]([CH2:17][CH:18]([CH2:20]4)[CH2:19]2)[CH2:21]3)=[O:9])=[CH:7][C:2]([O:36][CH:33]2[CH2:34][CH2:35][NH:30][CH2:31][CH2:32]2)=[N:3][CH:4]=1. (4) Given the reactants Cl[C:2]1[CH:10]=[CH:9][CH:8]=[C:7]2[C:3]=1[C:4]([NH2:11])=[N:5][NH:6]2.[N:12]1[CH:17]=[CH:16][CH:15]=[C:14](B(O)O)[CH:13]=1.P([O-])([O-])([O-])=O.[K+].[K+].[K+], predict the reaction product. The product is: [N:12]1[CH:17]=[CH:16][CH:15]=[C:14]([C:2]2[CH:10]=[CH:9][CH:8]=[C:7]3[C:3]=2[C:4]([NH2:11])=[N:5][NH:6]3)[CH:13]=1. (5) Given the reactants [NH2:1][C:2]1[C:7]([CH:8]=[O:9])=[CH:6][C:5](I)=[CH:4][N:3]=1.[B-](F)(F)(F)[C:12]1[CH:16]=[CH:15][S:14][CH:13]=1.[K+].C(N(CC)CC)C, predict the reaction product. The product is: [NH2:1][C:2]1[C:7]([CH:8]=[O:9])=[CH:6][C:5]([C:12]2[CH:16]=[CH:15][S:14][CH:13]=2)=[CH:4][N:3]=1. (6) Given the reactants [CH3:1][C:2]1[CH:3]=[C:4]([CH:8]=[CH:9][C:10]=1[C:11]([N:13]1[CH2:17][CH2:16][CH2:15][CH2:14]1)=[O:12])[C:5]([OH:7])=O.CN(C(O[N:26]1N=[N:33][C:28]2[CH:29]=[CH:30]C=[CH:32][C:27]1=2)=[N+](C)C)C.[B-](F)(F)(F)F.[CH:40]([N:43](C(C)C)CC)([CH3:42])[CH3:41].Cl[CH2:50][Cl:51].C[OH:53].N.ClCl, predict the reaction product. The product is: [Cl:51][C:50]1[CH:30]=[CH:29][C:28]2[NH:33][C:41]([C@@H:40]([NH:43][C:5](=[O:7])[C:4]3[CH:8]=[CH:9][C:10]([C:11]([N:13]4[CH2:17][CH2:16][CH2:15][CH2:14]4)=[O:12])=[C:2]([CH3:1])[CH:3]=3)[CH2:42][OH:53])=[N:26][C:27]=2[CH:32]=1.